From a dataset of Forward reaction prediction with 1.9M reactions from USPTO patents (1976-2016). Predict the product of the given reaction. (1) Given the reactants [CH3:1][O:2][CH2:3][C:4]1[N:5]=[C:6]([C:12]2[CH:17]=[CH:16][CH:15]=[CH:14][CH:13]=2)[S:7][C:8]=1[C:9](=O)[CH3:10].CC(C)([O-])C.[K+].[C:24](OCC)(=O)[C:25]([O:27][CH2:28][CH3:29])=[O:26].C(O)(=O)C.O.[NH2:39][NH2:40], predict the reaction product. The product is: [CH2:28]([O:27][C:25]([C:24]1[NH:39][N:40]=[C:9]([C:8]2[S:7][C:6]([C:12]3[CH:17]=[CH:16][CH:15]=[CH:14][CH:13]=3)=[N:5][C:4]=2[CH2:3][O:2][CH3:1])[CH:10]=1)=[O:26])[CH3:29]. (2) Given the reactants [H-].[Na+].O=[C:4]1[CH2:9][CH2:8][CH:7]([C:10]([O:12][CH2:13][CH3:14])=[O:11])[CH2:6][CH2:5]1, predict the reaction product. The product is: [CH2:13]([O:12][C:10]([CH:7]1[CH2:8][CH2:9][C:4](=[CH:7][C:10]([O:12][CH2:13][CH3:14])=[O:11])[CH2:5][CH2:6]1)=[O:11])[CH3:14]. (3) The product is: [ClH:34].[C:1]1([S:7][C:8]2[CH:13]=[CH:12][C:11]([S:14]([N:17]([CH2:26][CH2:27][N:28]3[CH2:33][CH2:32][O:31][CH2:30][CH2:29]3)[CH2:18][C:19]([OH:21])=[O:20])(=[O:15])=[O:16])=[CH:10][CH:9]=2)[CH:2]=[CH:3][CH:4]=[CH:5][CH:6]=1. Given the reactants [C:1]1([S:7][C:8]2[CH:13]=[CH:12][C:11]([S:14]([N:17]([CH2:26][CH2:27][N:28]3[CH2:33][CH2:32][O:31][CH2:30][CH2:29]3)[CH2:18][C:19]([O:21]C(C)(C)C)=[O:20])(=[O:16])=[O:15])=[CH:10][CH:9]=2)[CH:6]=[CH:5][CH:4]=[CH:3][CH:2]=1.[ClH:34].CC(C)=O, predict the reaction product.